Predict the reaction yield, written as a fraction of the theoretical maximum amount of product (1.0 means a 100% yield; for example, 0.34 means a 34% yield). From a dataset of Reaction yield outcomes from USPTO patents with 853,638 reactions. (1) The yield is 1.00. The reactants are Br[CH2:2][C:3](=[O:8])[C:4]([CH3:7])([CH3:6])[CH3:5].[N-:9]=[N+:10]=[N-:11].[Na+]. The catalyst is CC(C)=O.[Cl-].[Na+].O. The product is [N:9]([CH2:2][C:3](=[O:8])[C:4]([CH3:7])([CH3:6])[CH3:5])=[N+:10]=[N-:11]. (2) The product is [CH2:1]([N:8]1[CH:13]=[C:12]([C:35]2[CH:36]=[CH:37][C:32]([C:22]3[C:23]4[O:24][C:25]5[CH:31]=[CH:30][CH:29]=[CH:28][C:26]=5[C:27]=4[CH:19]=[CH:20][CH:21]=3)=[CH:33][CH:34]=2)[CH:11]=[C:10]([N+:15]([O-:17])=[O:16])[C:9]1=[O:18])[C:2]1[CH:7]=[CH:6][CH:5]=[CH:4][CH:3]=1. The yield is 0.920. The reactants are [CH2:1]([N:8]1[CH:13]=[C:12](Br)[CH:11]=[C:10]([N+:15]([O-:17])=[O:16])[C:9]1=[O:18])[C:2]1[CH:7]=[CH:6][CH:5]=[CH:4][CH:3]=1.[CH:19]1[C:27]2[C:26]3[CH:28]=[CH:29][CH:30]=[CH:31][C:25]=3[O:24][C:23]=2[C:22]([C:32]2[CH:37]=[CH:36][C:35](B(O)O)=[CH:34][CH:33]=2)=[CH:21][CH:20]=1.C([O-])([O-])=O.[K+].[K+]. The catalyst is C1(C)C=CC=CC=1.C(O)C.O.C1C=CC([P]([Pd]([P](C2C=CC=CC=2)(C2C=CC=CC=2)C2C=CC=CC=2)([P](C2C=CC=CC=2)(C2C=CC=CC=2)C2C=CC=CC=2)[P](C2C=CC=CC=2)(C2C=CC=CC=2)C2C=CC=CC=2)(C2C=CC=CC=2)C2C=CC=CC=2)=CC=1. (3) The reactants are [OH-].[K+].[Cl:3][C:4]1[C:5]([N:10]2[C:14]([C:15]([O:17]CC)=[O:16])=[CH:13][C:12]([C:20]([F:23])([F:22])[F:21])=[N:11]2)=[N:6][CH:7]=[CH:8][CH:9]=1. The catalyst is O.C(O)C. The product is [Cl:3][C:4]1[C:5]([N:10]2[C:14]([C:15]([OH:17])=[O:16])=[CH:13][C:12]([C:20]([F:23])([F:21])[F:22])=[N:11]2)=[N:6][CH:7]=[CH:8][CH:9]=1. The yield is 0.930. (4) The reactants are [CH2:1]([NH2:8])[C:2]1[CH:7]=[CH:6][CH:5]=[CH:4][CH:3]=1.[CH3:9][C:10]([CH3:16])=[CH:11][C:12]([O:14][CH3:15])=[O:13]. The catalyst is CO.O. The product is [CH3:9][C:10]([NH:8][CH2:1][C:2]1[CH:7]=[CH:6][CH:5]=[CH:4][CH:3]=1)([CH3:16])[CH2:11][C:12]([O:14][CH3:15])=[O:13]. The yield is 0.280. (5) The reactants are [Br:1][C:2]1[CH:3]=[CH:4][C:5]([CH2:8][CH2:9][C:10]([O:12]CC)=[O:11])=[N:6][CH:7]=1.[OH-].[Na+].C1COCC1.Cl. The catalyst is CO.O. The product is [Br:1][C:2]1[CH:3]=[CH:4][C:5]([CH2:8][CH2:9][C:10]([OH:12])=[O:11])=[N:6][CH:7]=1. The yield is 0.700.